This data is from Reaction yield outcomes from USPTO patents with 853,638 reactions. The task is: Predict the reaction yield, written as a fraction of the theoretical maximum amount of product (1.0 means a 100% yield; for example, 0.34 means a 34% yield). (1) The reactants are [Cl:1][C:2]1[CH:9]=[C:8]([F:10])[C:5]([CH:6]=[O:7])=[C:4]([F:11])[CH:3]=1.O1CCCC1.[BH4-].[Na+]. The catalyst is C(O)C. The product is [Cl:1][C:2]1[CH:3]=[C:4]([F:11])[C:5]([CH2:6][OH:7])=[C:8]([F:10])[CH:9]=1. The yield is 0.830. (2) The reactants are [F:1][C:2]([F:14])([F:13])[O:3][C:4]1[CH:9]=[CH:8][C:7](B(O)O)=[CH:6][CH:5]=1.[F-].[K+].[OH2:17]. The catalyst is [I-].C([N+](CCCC)(CCCC)CCCC)CCC.C1(C)C=CC=CC=1.[Cl-].[Na+].O.Cl[Pd](Cl)([P](C1C=CC=CC=1)(C1C=CC=CC=1)C1C=CC=CC=1)[P](C1C=CC=CC=1)(C1C=CC=CC=1)C1C=CC=CC=1. The product is [F:1][C:2]([F:14])([F:13])[O:3][C:4]1[CH:9]=[CH:8][C:7]([C:6]2[CH2:7][O:17][C:4](=[O:3])[CH:5]=2)=[CH:6][CH:5]=1. The yield is 0.860.